From a dataset of Catalyst prediction with 721,799 reactions and 888 catalyst types from USPTO. Predict which catalyst facilitates the given reaction. (1) The catalyst class is: 44. Reactant: FC(F)(F)C(O)=O.[Br:8][C:9]1[CH:10]=[CH:11][C:12]([O:15][CH:16]2[CH2:21][CH2:20][NH:19][CH2:18][CH2:17]2)=[N:13][CH:14]=1.C(=O)([O-])[O-].[K+].[K+].[CH3:28][O:29][CH2:30][CH2:31]Br.O. Product: [Br:8][C:9]1[CH:10]=[CH:11][C:12]([O:15][CH:16]2[CH2:21][CH2:20][N:19]([CH:30]([O:29][CH3:28])[CH3:31])[CH2:18][CH2:17]2)=[N:13][CH:14]=1. (2) Reactant: [OH:1][CH:2]1[CH:7]([NH:8][C:9](=[O:15])[O:10][C:11]([CH3:14])([CH3:13])[CH3:12])[CH:6]=[C:5]([C:16]2[CH:21]=[CH:20][N:19]=[CH:18][C:17]=2[N+:22]([O-:24])=[O:23])[CH2:4][CH:3]1[CH3:25].C(N(CC)CC)C.[CH3:33][S:34](Cl)(=[O:36])=[O:35].O. Product: [CH3:33][S:34]([O:1][CH:2]1[CH:3]([CH3:25])[CH2:4][C:5]([C:16]2[CH:21]=[CH:20][N:19]=[CH:18][C:17]=2[N+:22]([O-:24])=[O:23])=[CH:6][CH:7]1[NH:8][C:9]([O:10][C:11]([CH3:12])([CH3:13])[CH3:14])=[O:15])(=[O:36])=[O:35]. The catalyst class is: 2. (3) Reactant: Cl[C:2]1[CH:11]=[C:10]([CH3:12])[C:9]2[C:4](=[C:5]([NH2:17])[N:6]=[C:7]3[CH:16]=[CH:15][CH:14]=[CH:13][C:8]3=2)[N:3]=1.[H][H]. Product: [CH3:12][C:10]1[C:9]2[C:4](=[C:5]([NH2:17])[N:6]=[C:7]3[CH:16]=[CH:15][CH:14]=[CH:13][C:8]3=2)[N:3]=[CH:2][CH:11]=1. The catalyst class is: 407. (4) Reactant: C(OC([C:6]1[NH:7][C:8](=[O:19])[C:9]2[N:14]([CH3:15])[N:13]=[C:12]([CH2:16][CH2:17][CH3:18])[C:10]=2[N:11]=1)=O)C.[OH-].[Li+]. Product: [CH3:15][N:14]1[C:9]2[C:8](=[O:19])[NH:7][CH:6]=[N:11][C:10]=2[C:12]([CH2:16][CH2:17][CH3:18])=[N:13]1. The catalyst class is: 24. (5) Reactant: C([N:5]1[CH2:10][CH2:9][CH2:8][CH2:7][CH2:6]1)=CCC.C(#N)[CH:12]=[CH2:13].C(O)(=[O:17])C.O. Product: [CH2:12]([CH:7]([CH:6]=[O:17])[CH2:8][CH2:9][C:10]#[N:5])[CH3:13]. The catalyst class is: 10. (6) Reactant: [OH-].[Li+].[CH2:3]([S:10]([NH:13][CH2:14][CH2:15][C:16]1[CH:33]=[CH:32][C:19]([O:20][CH2:21][C:22]2[CH:31]=[CH:30][CH:29]=[CH:28][C:23]=2[C:24]([O:26]C)=[O:25])=[CH:18][CH:17]=1)(=[O:12])=[O:11])[C:4]1[CH:9]=[CH:8][CH:7]=[CH:6][CH:5]=1. Product: [CH2:3]([S:10]([NH:13][CH2:14][CH2:15][C:16]1[CH:33]=[CH:32][C:19]([O:20][CH2:21][C:22]2[CH:31]=[CH:30][CH:29]=[CH:28][C:23]=2[C:24]([OH:26])=[O:25])=[CH:18][CH:17]=1)(=[O:11])=[O:12])[C:4]1[CH:5]=[CH:6][CH:7]=[CH:8][CH:9]=1. The catalyst class is: 90. (7) Reactant: [Cl:1][C:2]1[C:10]2[S:9][C:8]([SH:11])=[N:7][C:6]=2[CH:5]=[CH:4][CH:3]=1.CC(C)([O-])C.[K+].Br[C:19]1[N:20]([CH2:29][CH2:30][CH2:31][CH3:32])[C:21]2[C:26]([N:27]=1)=[C:25]([NH2:28])[N:24]=[CH:23][N:22]=2. Product: [CH2:29]([N:20]1[C:19]([S:11][C:8]2[S:9][C:10]3[C:2]([Cl:1])=[CH:3][CH:4]=[CH:5][C:6]=3[N:7]=2)=[N:27][C:26]2[C:21]1=[N:22][CH:23]=[N:24][C:25]=2[NH2:28])[CH2:30][CH2:31][CH3:32]. The catalyst class is: 18.